This data is from Forward reaction prediction with 1.9M reactions from USPTO patents (1976-2016). The task is: Predict the product of the given reaction. (1) Given the reactants [Br:1][C:2]1[C:3]([O:11][CH3:12])=[CH:4][C:5]([Cl:10])=[C:6]([CH:9]=1)[C:7]#N.[OH2:13].[OH-:14].[Na+], predict the reaction product. The product is: [Br:1][C:2]1[C:3]([O:11][CH3:12])=[CH:4][C:5]([Cl:10])=[C:6]([CH:9]=1)[C:7]([OH:14])=[O:13]. (2) Given the reactants [OH:1][CH2:2][C@H:3]([N:5]1[C:13](=[O:14])[C:12]2[C:7](=[CH:8][CH:9]=[CH:10][CH:11]=2)[C:6]1=[O:15])[CH3:4].C1(P(C2C=CC=CC=2)C2C=CC=CC=2)C=CC=CC=1.[F:35][C:36]1[CH:41]=[CH:40][C:39]([F:42])=[CH:38][C:37]=1O.CCOC(/N=N/C(OCC)=O)=O, predict the reaction product. The product is: [F:35][C:36]1[CH:41]=[CH:40][C:39]([F:42])=[CH:38][C:37]=1[O:1][CH2:2][C@H:3]([N:5]1[C:13](=[O:14])[C:12]2[C:7](=[CH:8][CH:9]=[CH:10][CH:11]=2)[C:6]1=[O:15])[CH3:4]. (3) Given the reactants [F:1][C:2]([F:19])([CH3:18])[CH2:3][N:4]1[CH2:10][CH2:9][C:8]2[CH:11]=[C:12]([NH2:17])[C:13]([O:15][CH3:16])=[CH:14][C:7]=2[CH2:6][CH2:5]1.[Cl:20][C:21]1[CH:22]=[CH:23][C:24]([O:36][CH3:37])=[C:25]([NH:27][C:28]2[C:33]([Cl:34])=[CH:32][N:31]=[C:30](Cl)[N:29]=2)[CH:26]=1, predict the reaction product. The product is: [Cl:34][C:33]1[C:28]([NH:27][C:25]2[CH:26]=[C:21]([Cl:20])[CH:22]=[CH:23][C:24]=2[O:36][CH3:37])=[N:29][C:30]([NH:17][C:12]2[C:13]([O:15][CH3:16])=[CH:14][C:7]3[CH2:6][CH2:5][N:4]([CH2:3][C:2]([F:1])([F:19])[CH3:18])[CH2:10][CH2:9][C:8]=3[CH:11]=2)=[N:31][CH:32]=1. (4) The product is: [CH:38]1([C:36]([NH:35][C:33]2[N:34]=[C:29]3[CH:28]=[CH:27][C:26]([O:25][C:24]4[CH:41]=[CH:42][C:43]([CH3:44])=[C:22]([NH:21][C:8]([C:6]5[C:5]([CH3:11])=[N:4][N:3]([CH2:1][CH3:2])[CH:7]=5)=[O:10])[CH:23]=4)=[CH:31][N:30]3[N:32]=2)=[O:37])[CH2:39][CH2:40]1. Given the reactants [CH2:1]([N:3]1[CH:7]=[C:6]([C:8]([OH:10])=O)[C:5]([CH3:11])=[N:4]1)[CH3:2].O1CCCC1.S(Cl)(Cl)=O.[NH2:21][C:22]1[CH:23]=[C:24]([CH:41]=[CH:42][C:43]=1[CH3:44])[O:25][C:26]1[CH:27]=[CH:28][C:29]2[N:30]([N:32]=[C:33]([NH:35][C:36]([CH:38]3[CH2:40][CH2:39]3)=[O:37])[N:34]=2)[CH:31]=1, predict the reaction product. (5) Given the reactants [C:1]([O:5][C:6]([NH:8][C:9]([CH3:17])([CH3:16])[CH2:10]/[CH:11]=[CH:12]/[C:13]([OH:15])=O)=[O:7])([CH3:4])([CH3:3])[CH3:2].OS1C2N=CC=CC=2N=C1.Cl.CN(C)CCCN=C=NCC.[CH3:40][N:41]([C@@H:58]([C:65](=[O:68])[NH:66][CH3:67])[CH2:59][C:60]1[S:61][CH:62]=[CH:63][CH:64]=1)[C:42](=[O:57])[C@H:43]([NH:55][CH3:56])[CH2:44][C:45]1[CH:54]=[CH:53][C:52]2[C:47](=[CH:48][CH:49]=[CH:50][CH:51]=2)[CH:46]=1.C(NC(C)C)(C)C, predict the reaction product. The product is: [C:1]([O:5][C:6](=[O:7])[NH:8][C:9]([CH3:17])([CH3:16])[CH2:10]/[CH:11]=[CH:12]/[C:13](=[O:15])[N:55]([CH3:56])[C@@H:43]([C:42](=[O:57])[N:41]([CH3:40])[C@@H:58]([C:65](=[O:68])[NH:66][CH3:67])[CH2:59][C:60]1[S:61][CH:62]=[CH:63][CH:64]=1)[CH2:44][C:45]1[CH:54]=[CH:53][C:52]2[C:47](=[CH:48][CH:49]=[CH:50][CH:51]=2)[CH:46]=1)([CH3:2])([CH3:3])[CH3:4]. (6) Given the reactants [C:1]([C:3]1[C:12]2[C:7](=[CH:8][CH:9]=[CH:10][CH:11]=2)[C:6](F)=[CH:5][CH:4]=1)#[N:2].[CH3:14][O:15][C:16](=[O:22])[C@@H:17]1[CH2:21][CH2:20][CH2:19][NH:18]1, predict the reaction product. The product is: [CH3:14][O:15][C:16]([C@@H:17]1[CH2:21][CH2:20][CH2:19][N:18]1[C:6]1[C:7]2[C:12](=[CH:11][CH:10]=[CH:9][CH:8]=2)[C:3]([C:1]#[N:2])=[CH:4][CH:5]=1)=[O:22]. (7) Given the reactants [CH3:1][O:2][C:3]([C:5]1[NH:25][C:8]2=[N:9][CH:10]=[C:11]([CH2:13][NH:14][CH2:15][C:16]3[CH:21]=[CH:20][CH:19]=[C:18]([N+:22]([O-:24])=[O:23])[CH:17]=3)[CH:12]=[C:7]2[CH:6]=1)=[O:4].C(N(CC)CC)C.[CH3:33][C:34]([O:37][C:38](O[C:38]([O:37][C:34]([CH3:36])([CH3:35])[CH3:33])=[O:39])=[O:39])([CH3:36])[CH3:35], predict the reaction product. The product is: [CH3:1][O:2][C:3]([C:5]1[NH:25][C:8]2=[N:9][CH:10]=[C:11]([CH2:13][N:14]([C:38]([O:37][C:34]([CH3:36])([CH3:35])[CH3:33])=[O:39])[CH2:15][C:16]3[CH:21]=[CH:20][CH:19]=[C:18]([N+:22]([O-:24])=[O:23])[CH:17]=3)[CH:12]=[C:7]2[CH:6]=1)=[O:4]. (8) Given the reactants [Si]([O:8][C@@H:9]1[CH2:14][CH2:13][C@H:12]([N:15]2[CH2:19][CH2:18][C@H:17]([NH:20][C:21](=[O:30])[O:22][CH2:23][C:24]3[CH:29]=[CH:28][CH:27]=[CH:26][CH:25]=3)[C:16]2=[O:31])[C@H:11]([CH2:32][CH2:33][CH3:34])[CH2:10]1)(C(C)(C)C)(C)C.CC(OI1(OC(C)=O)(OC(C)=O)OC(=O)C2C=CC=CC1=2)=O.CCOCC, predict the reaction product. The product is: [O:31]=[C:16]1[C@@H:17]([NH:20][C:21](=[O:30])[O:22][CH2:23][C:24]2[CH:29]=[CH:28][CH:27]=[CH:26][CH:25]=2)[CH2:18][CH2:19][N:15]1[C@H:12]1[CH2:13][CH2:14][C:9](=[O:8])[CH2:10][C@H:11]1[CH2:32][CH2:33][CH3:34].